The task is: Predict the product of the given reaction.. This data is from Forward reaction prediction with 1.9M reactions from USPTO patents (1976-2016). (1) Given the reactants [NH2:1][C:2]1[CH:32]=[CH:31][C:5]([CH2:6][N:7]2[CH2:12][CH2:11][CH:10]([N:13]3[C@H:17]([C:18]4[CH:23]=[CH:22][CH:21]=[CH:20][CH:19]=4)[CH2:16][N:15]([CH:24]4[CH2:29][CH2:28][O:27][CH2:26][CH2:25]4)[C:14]3=[O:30])[CH2:9][CH2:8]2)=[CH:4][CH:3]=1.[CH2:33]([N:40]=[C:41]=[O:42])[C:34]1[CH:39]=[CH:38][CH:37]=[CH:36][CH:35]=1, predict the reaction product. The product is: [CH2:33]([NH:40][C:41]([NH:1][C:2]1[CH:3]=[CH:4][C:5]([CH2:6][N:7]2[CH2:8][CH2:9][CH:10]([N:13]3[C@H:17]([C:18]4[CH:23]=[CH:22][CH:21]=[CH:20][CH:19]=4)[CH2:16][N:15]([CH:24]4[CH2:29][CH2:28][O:27][CH2:26][CH2:25]4)[C:14]3=[O:30])[CH2:11][CH2:12]2)=[CH:31][CH:32]=1)=[O:42])[C:34]1[CH:39]=[CH:38][CH:37]=[CH:36][CH:35]=1. (2) Given the reactants CC(O[C:5]([CH3:7])=[O:6])=O.[F:8][C:9]([F:25])([F:24])[C:10]([N:12]1[CH2:18][CH2:17][C:16]2[CH:19]=[C:20]([NH2:23])[CH:21]=[CH:22][C:15]=2[CH2:14][CH2:13]1)=[O:11], predict the reaction product. The product is: [F:25][C:9]([F:8])([F:24])[C:10]([N:12]1[CH2:18][CH2:17][C:16]2[CH:19]=[C:20]([NH:23][C:5](=[O:6])[CH3:7])[CH:21]=[CH:22][C:15]=2[CH2:14][CH2:13]1)=[O:11]. (3) Given the reactants [CH:1]1([OH:7])[CH2:6][CH2:5][CH2:4][CH2:3][CH2:2]1.[C:8]([O:11][CH:12]1[CH:17]([N:18]([CH3:20])[CH3:19])[CH2:16][CH:15]([CH3:21])[O:14][CH:13]1F)(=[O:10])[CH3:9].B(F)(F)F.CCOCC, predict the reaction product. The product is: [C:8]([O:11][CH:12]1[CH:17]([N:18]([CH3:19])[CH3:20])[CH2:16][CH:15]([CH3:21])[O:14][CH:13]1[O:7][CH:1]1[CH2:6][CH2:5][CH2:4][CH2:3][CH2:2]1)(=[O:10])[CH3:9]. (4) Given the reactants [C:8](O[C:8]([C:10]([F:13])([F:12])[F:11])=[O:9])([C:10]([F:13])([F:12])[F:11])=[O:9].[N:14]1[N:18]2[CH:19]=[CH:20][C:21]([NH2:23])=[CH:22][C:17]2=[CH:16][CH:15]=1, predict the reaction product. The product is: [F:13][C:10]([F:11])([F:12])[C:8]([NH:23][C:21]1[CH:20]=[CH:19][N:18]2[N:14]=[CH:15][CH:16]=[C:17]2[CH:22]=1)=[O:9]. (5) Given the reactants [F:1][C:2]1[CH:7]=[CH:6][CH:5]=[CH:4][C:3]=1[C:8]1[CH:13]=[CH:12][C:11]([C:14](=[O:21])[CH2:15][CH2:16][C:17]([O:19]C)=[O:18])=[CH:10][CH:9]=1.[OH-].[Na+], predict the reaction product. The product is: [F:1][C:2]1[CH:7]=[CH:6][CH:5]=[CH:4][C:3]=1[C:8]1[CH:13]=[CH:12][C:11]([C:14](=[O:21])[CH2:15][CH2:16][C:17]([OH:19])=[O:18])=[CH:10][CH:9]=1. (6) Given the reactants [Cl:1][C:2]1[C:7]([O:8][CH3:9])=[CH:6][C:5]([O:10][CH3:11])=[C:4]([Cl:12])[C:3]=1[C:13]1[CH:14]=[C:15]2[C:20](=[CH:21][CH:22]=1)[N:19]=[C:18]([NH:23][C@@H:24]1[CH2:28][C@H:27]([C:29](=[O:33])[N:30]([CH3:32])[CH3:31])[CH2:26][C@@H:25]1[NH:34]C(=O)OC(C)(C)C)[N:17]=[CH:16]2.Cl, predict the reaction product. The product is: [NH2:34][C@@H:25]1[C@H:24]([NH:23][C:18]2[N:17]=[CH:16][C:15]3[C:20](=[CH:21][CH:22]=[C:13]([C:3]4[C:4]([Cl:12])=[C:5]([O:10][CH3:11])[CH:6]=[C:7]([O:8][CH3:9])[C:2]=4[Cl:1])[CH:14]=3)[N:19]=2)[CH2:28][C@@H:27]([C:29]([N:30]([CH3:32])[CH3:31])=[O:33])[CH2:26]1. (7) Given the reactants [OH:1][C@H:2]1[CH2:6][C@@H:5]([C:7]([O:9][CH2:10][C:11]2[CH:16]=[CH:15][CH:14]=[CH:13][CH:12]=2)=[O:8])[C@H:4]([C:17]([O:19][CH3:20])=[O:18])[CH2:3]1.[N+:21]([C:24]1[CH:32]=[CH:31][C:27]([C:28](O)=[O:29])=[CH:26][CH:25]=1)([O-:23])=[O:22].C1(P(C2C=CC=CC=2)C2C=CC=CC=2)C=CC=CC=1.N(C(OC(C)C)=O)=NC(OC(C)C)=O, predict the reaction product. The product is: [N+:21]([C:24]1[CH:25]=[CH:26][C:27]([C:28]([O:1][C@@H:2]2[CH2:6][C@@H:5]([C:7]([O:9][CH2:10][C:11]3[CH:16]=[CH:15][CH:14]=[CH:13][CH:12]=3)=[O:8])[C@H:4]([C:17]([O:19][CH3:20])=[O:18])[CH2:3]2)=[O:29])=[CH:31][CH:32]=1)([O-:23])=[O:22].